From a dataset of Full USPTO retrosynthesis dataset with 1.9M reactions from patents (1976-2016). Predict the reactants needed to synthesize the given product. (1) The reactants are: [CH:1]1([C:4]#[C:5][C:6]2[O:10][N:9]=[C:8]([CH2:11][CH2:12][C@@:13]([CH3:21])([S:17]([CH3:20])(=[O:19])=[O:18])[C:14]([OH:16])=O)[CH:7]=2)[CH2:3][CH2:2]1.C(Cl)CCl.[O:26]1[CH2:31][CH2:30][CH2:29][CH2:28][CH:27]1[O:32][NH2:33]. Given the product [CH:1]1([C:4]#[C:5][C:6]2[O:10][N:9]=[C:8]([CH2:11][CH2:12][C@@:13]([CH3:21])([S:17]([CH3:20])(=[O:19])=[O:18])[C:14]([NH:33][O:32][CH:27]3[CH2:28][CH2:29][CH2:30][CH2:31][O:26]3)=[O:16])[CH:7]=2)[CH2:2][CH2:3]1, predict the reactants needed to synthesize it. (2) The reactants are: Cl.[Cl:2][CH2:3][CH2:4][NH2:5].C(N(CC)CC)C.[Br:13][C:14]1[CH:15]=[CH:16][C:17]([O:24][CH3:25])=[C:18]([S:20](Cl)(=[O:22])=[O:21])[CH:19]=1. Given the product [Br:13][C:14]1[CH:15]=[CH:16][C:17]([O:24][CH3:25])=[C:18]([S:20]([NH:5][CH2:4][CH2:3][Cl:2])(=[O:21])=[O:22])[CH:19]=1, predict the reactants needed to synthesize it. (3) The reactants are: Br[CH2:2][CH2:3][CH2:4][CH2:5][CH2:6][CH2:7][CH2:8][CH2:9][CH2:10][CH2:11][CH2:12][CH2:13][CH2:14][CH2:15][O:16][Si:17]([C:20]([CH3:23])([CH3:22])[CH3:21])([CH3:19])[CH3:18].[C-]#[C-].[Li+].[CH2:27](N(CC)CCN)[CH3:28].[Li+].[Cl-].[K+]. Given the product [C:20]([Si:17]([O:16][CH2:15][CH2:14][CH2:13][CH2:12][CH2:11][CH2:10][CH2:9][CH2:8][CH2:7][CH2:6][CH2:5][CH2:4][CH2:3][CH2:2][C:27]#[CH:28])([CH3:19])[CH3:18])([CH3:23])([CH3:22])[CH3:21], predict the reactants needed to synthesize it. (4) Given the product [CH2:1]([S:3]([N:6]1[CH2:11][CH2:10][CH:9]([C:12]2[C:20]3[C:15](=[C:16]([C:30]([NH2:32])=[O:31])[CH:17]=[C:18]([C:34]4[CH:35]=[C:36]([C:39](=[O:42])[CH2:40][CH3:41])[S:37][CH:38]=4)[CH:19]=3)[NH:14][CH:13]=2)[CH2:8][CH2:7]1)(=[O:4])=[O:5])[CH3:2], predict the reactants needed to synthesize it. The reactants are: [CH2:1]([S:3]([N:6]1[CH2:11][CH2:10][CH:9]([C:12]2[C:20]3[C:15](=[C:16]([C:30]([NH2:32])=[O:31])[CH:17]=[C:18](B4OC(C)(C)C(C)(C)O4)[CH:19]=3)[NH:14][CH:13]=2)[CH2:8][CH2:7]1)(=[O:5])=[O:4])[CH3:2].Br[C:34]1[CH:35]=[C:36]([C:39](=[O:42])[CH2:40][CH3:41])[S:37][CH:38]=1.C(=O)([O-])[O-].[K+].[K+].CCOC(C)=O. (5) Given the product [CH3:1][O:2][C:3](=[O:37])[CH2:4][CH2:5][C@H:6]([C@@H:8]1[C@:25]2([CH3:26])[C@H:11]([C:12]3[C@H:22]([CH2:23][CH2:24]2)[C@:20]2([CH3:21])[C:15]([C:16]([CH3:36])([CH3:35])[C@@H:17]([OH:27])[CH2:18][CH2:19]2)=[CH:14][CH:13]=3)[CH2:10][CH2:9]1)[CH3:7], predict the reactants needed to synthesize it. The reactants are: [CH3:1][O:2][C:3](=[O:37])[CH2:4][CH2:5][C@H:6]([C@@H:8]1[C@:25]2([CH3:26])[C@H:11]([C:12]3[C@H:22]([CH2:23][CH2:24]2)[C@:20]2([CH3:21])[C:15]([C:16]([CH3:36])([CH3:35])[C@@H:17]([O:27][Si](C(C)(C)C)(C)C)[CH2:18][CH2:19]2)=[CH:14][CH:13]=3)[CH2:10][CH2:9]1)[CH3:7].O.[F-].C([N+](CCCC)(CCCC)CCCC)CCC. (6) Given the product [NH:1]1[C:5]2=[N:6][CH:7]=[CH:8][N:9]=[C:4]2[N:3]=[C:2]1[C:10]([C@@H:13]1[C:26]2[C:21](=[N:22][C:23]([C:40]3[CH:39]=[CH:38][C:37]([C:35]([N:32]4[CH2:33][CH2:34][O:29][CH2:30][CH2:31]4)=[O:36])=[CH:42][CH:41]=3)=[CH:24][CH:25]=2)[O:20][C:19]2[C:14]1=[CH:15][CH:16]=[CH:17][C:18]=2[F:28])([CH3:12])[CH3:11], predict the reactants needed to synthesize it. The reactants are: [NH:1]1[C:5]2=[N:6][CH:7]=[CH:8][N:9]=[C:4]2[N:3]=[C:2]1[C:10]([C@@H:13]1[C:26]2[C:21](=[N:22][C:23](Cl)=[CH:24][CH:25]=2)[O:20][C:19]2[C:14]1=[CH:15][CH:16]=[CH:17][C:18]=2[F:28])([CH3:12])[CH3:11].[O:29]1[CH2:34][CH2:33][N:32]([C:35]([C:37]2[CH:42]=[CH:41][C:40](B3OC(C)(C)C(C)(C)O3)=[CH:39][CH:38]=2)=[O:36])[CH2:31][CH2:30]1.[O-]P([O-])([O-])=O.[K+].[K+].[K+]. (7) Given the product [F:30][C:27]([F:28])([F:29])[C:25]1[CH:24]=[C:23]([C:31]2[CH:36]=[CH:35][CH:34]=[C:33]([C:37]([F:40])([F:39])[F:38])[CH:32]=2)[N:22]=[C:21]([C:19]2[CH:18]=[CH:17][N:16]=[C:15]([C:11]3[CH:10]=[C:9]([S:6]([NH2:5])(=[O:8])=[O:7])[CH:14]=[CH:13][CH:12]=3)[CH:20]=2)[N:26]=1, predict the reactants needed to synthesize it. The reactants are: C([NH:5][S:6]([C:9]1[CH:14]=[CH:13][CH:12]=[C:11]([C:15]2[CH:20]=[C:19]([C:21]3[N:26]=[C:25]([C:27]([F:30])([F:29])[F:28])[CH:24]=[C:23]([C:31]4[CH:36]=[CH:35][CH:34]=[C:33]([C:37]([F:40])([F:39])[F:38])[CH:32]=4)[N:22]=3)[CH:18]=[CH:17][N:16]=2)[CH:10]=1)(=[O:8])=[O:7])(C)(C)C.C(O)(C(F)(F)F)=O.